From a dataset of Full USPTO retrosynthesis dataset with 1.9M reactions from patents (1976-2016). Predict the reactants needed to synthesize the given product. (1) Given the product [Cl:1][C:2]1[C:34]([CH3:35])=[CH:33][C:5]([O:6][CH2:7][CH2:8][CH2:9][C:10]2[C:18]3[C:13](=[C:14]([C:19]4[C:20]([CH3:26])=[N:21][N:22]([CH3:25])[C:23]=4[CH3:24])[CH:15]=[CH:16][CH:17]=3)[N:12]([CH2:27][CH2:28][C:29]([NH:49][S:46]([C:43]3[CH:42]=[CH:41][C:40]([N+:37]([O-:39])=[O:38])=[CH:45][CH:44]=3)(=[O:48])=[O:47])=[O:30])[C:11]=2[CH3:32])=[CH:4][C:3]=1[CH3:36], predict the reactants needed to synthesize it. The reactants are: [Cl:1][C:2]1[C:34]([CH3:35])=[CH:33][C:5]([O:6][CH2:7][CH2:8][CH2:9][C:10]2[C:18]3[C:13](=[C:14]([C:19]4[C:20]([CH3:26])=[N:21][N:22]([CH3:25])[C:23]=4[CH3:24])[CH:15]=[CH:16][CH:17]=3)[N:12]([CH2:27][CH2:28][C:29](O)=[O:30])[C:11]=2[CH3:32])=[CH:4][C:3]=1[CH3:36].[N+:37]([C:40]1[CH:45]=[CH:44][C:43]([S:46]([NH2:49])(=[O:48])=[O:47])=[CH:42][CH:41]=1)([O-:39])=[O:38]. (2) Given the product [N:8]1[CH:38]=[CH:33][CH:32]=[C:11]([CH2:10][NH:13][C:14]([C:16]2[S:17][CH:18]=[CH:19][C:20]=2[NH:21][C:22]2[CH:27]=[CH:26][N:25]=[C:24]3[NH:28][CH:29]=[CH:30][C:23]=23)=[O:15])[CH:12]=1, predict the reactants needed to synthesize it. The reactants are: C(OC([N:8]1[CH2:12][CH2:11][CH:10]([NH:13][C:14]([C:16]2[S:17][CH:18]=[CH:19][C:20]=2[NH:21][C:22]2[CH:27]=[CH:26][N:25]=[C:24]3[NH:28][CH:29]=[CH:30][C:23]=23)=[O:15])C1)=O)(C)(C)C.N[CH2:32][C:33]1C=NC=C[CH:38]=1. (3) The reactants are: [Cl:1][C:2]1[CH:19]=[CH:18][C:5]([CH2:6][N:7]2[C:15]3[C:10](=[CH:11][C:12]([CH:16]=O)=[CH:13][CH:14]=3)[CH:9]=[N:8]2)=[C:4]([C:20]([F:23])([F:22])[F:21])[CH:3]=1.[OH:24][CH2:25][CH2:26][N:27]1[C:31](=[O:32])[CH2:30][S:29][C:28]1=[O:33]. Given the product [Cl:1][C:2]1[CH:19]=[CH:18][C:5]([CH2:6][N:7]2[C:15]3[C:10](=[CH:11][C:12](/[CH:16]=[C:30]4/[C:31](=[O:32])[N:27]([CH2:26][CH2:25][OH:24])[C:28](=[O:33])[S:29]/4)=[CH:13][CH:14]=3)[CH:9]=[N:8]2)=[C:4]([C:20]([F:21])([F:22])[F:23])[CH:3]=1, predict the reactants needed to synthesize it. (4) Given the product [CH2:8]([O:7][C:3](=[O:6])[CH2:4][O:5][C:11]1[N:16]=[CH:15][CH:14]=[CH:13][N:12]=1)[CH3:9], predict the reactants needed to synthesize it. The reactants are: [H-].[Na+].[C:3]([O:7][CH2:8][CH3:9])(=[O:6])[CH2:4][OH:5].Br[C:11]1[N:16]=[CH:15][CH:14]=[CH:13][N:12]=1. (5) Given the product [CH2:1]([C:5]1[C:14]2[C:9](=[CH:10][CH:11]=[C:12]([C:15]([C:23]3[N:27]([CH3:28])[CH:26]=[N:25][CH:24]=3)([C:17]3[CH:22]=[CH:21][N:20]=[CH:19][CH:18]=3)[OH:16])[CH:13]=2)[N:8]=[CH:7][C:6]=1[C:30]1[CH:35]=[CH:34][CH:33]=[CH:32][CH:31]=1)[CH2:2][CH2:3][CH3:4].[C:36]([OH:42])([C:38]([F:41])([F:40])[F:39])=[O:37], predict the reactants needed to synthesize it. The reactants are: [CH2:1]([C:5]1[C:14]2[C:9](=[CH:10][CH:11]=[C:12]([C:15]([C:23]3[N:27]([CH3:28])[CH:26]=[N:25][CH:24]=3)([C:17]3[CH:22]=[CH:21][N:20]=[CH:19][CH:18]=3)[OH:16])[CH:13]=2)[N:8]=[C:7](Cl)[C:6]=1[C:30]1[CH:35]=[CH:34][CH:33]=[CH:32][CH:31]=1)[CH2:2][CH2:3][CH3:4].[C:36]([OH:42])([C:38]([F:41])([F:40])[F:39])=[O:37].O(C(C)C)[Na].